Dataset: Full USPTO retrosynthesis dataset with 1.9M reactions from patents (1976-2016). Task: Predict the reactants needed to synthesize the given product. (1) The reactants are: [CH3:1][O:2][C:3](=[O:21])[C@H:4]([CH2:13][C:14]1[CH:19]=[CH:18][C:17]([OH:20])=[CH:16][CH:15]=1)[NH:5][C:6]([O:8][C:9]([CH3:12])([CH3:11])[CH3:10])=[O:7].C([O-])([O-])=O.[K+].[K+].[CH:28]1([CH2:34]Br)[CH2:33][CH2:32][CH2:31][CH2:30][CH2:29]1. Given the product [CH3:1][O:2][C:3](=[O:21])[C@H:4]([CH2:13][C:14]1[CH:19]=[CH:18][C:17]([O:20][CH2:34][CH:28]2[CH2:33][CH2:32][CH2:31][CH2:30][CH2:29]2)=[CH:16][CH:15]=1)[NH:5][C:6]([O:8][C:9]([CH3:12])([CH3:10])[CH3:11])=[O:7], predict the reactants needed to synthesize it. (2) The reactants are: [Cl:1][C:2]1[CH:7]=[CH:6][CH:5]=[C:4]([F:8])[CH:3]=1.[Li]CCCC.[Cl:14][C:15]1[N:20]=[C:19]([Cl:21])[CH:18]=[CH:17][N:16]=1.C(C1C(=O)C(Cl)=C(Cl)C(=O)C=1C#N)#N. Given the product [Cl:14][C:15]1[N:20]=[C:19]([Cl:21])[CH:18]=[C:17]([C:3]2[C:4]([F:8])=[CH:5][CH:6]=[CH:7][C:2]=2[Cl:1])[N:16]=1, predict the reactants needed to synthesize it.